This data is from Reaction yield outcomes from USPTO patents with 853,638 reactions. The task is: Predict the reaction yield, written as a fraction of the theoretical maximum amount of product (1.0 means a 100% yield; for example, 0.34 means a 34% yield). The reactants are C[Si](C)(C)N[Si](C)(C)C.[CH2:10]([Li])CCC.C(OC(=O)NC1C=CC=C(CN2C=[CH:32][C:31]([NH:34][C:35](=[O:54])[C@@H:36]([C:43]3[CH:48]=[CH:47][C:46]([S:49]([CH3:52])(=O)=O)=[C:45]([Cl:53])[CH:44]=3)[CH2:37][CH:38]3[CH2:42][CH2:41][CH2:40]C3)=N2)C=1)(C)(C)C.Br[CH2:57][CH:58]1[CH2:61][CH2:60][CH2:59]1.C([O:65][CH2:66][CH3:67])(=O)C. The catalyst is O1CCCC1. The product is [Cl:53][C:45]1[CH:44]=[C:43]([C@@H:36]([CH2:37][CH:38]2[CH2:42][CH2:41][CH2:40]2)[C:35]([N:34]([C@H:31]([CH3:32])[C@H:66]([OH:65])[C:67]2[CH:61]=[CH:60][CH:59]=[CH:58][CH:57]=2)[CH3:10])=[O:54])[CH:48]=[CH:47][C:46]=1[S:49][CH3:52]. The yield is 0.290.